The task is: Predict which catalyst facilitates the given reaction.. This data is from Catalyst prediction with 721,799 reactions and 888 catalyst types from USPTO. (1) Reactant: [NH:1]([C:3]1[NH:7][C:6]2[CH:8]=[CH:9][CH:10]=[CH:11][C:5]=2[N:4]=1)[NH2:2].[C:12]([CH2:20][C:21](OCC)=[O:22])(=O)[C:13]1[CH:18]=[CH:17][CH:16]=[CH:15][CH:14]=1.Cl. Product: [NH:7]1[C:6]2[CH:8]=[CH:9][CH:10]=[CH:11][C:5]=2[N:4]=[C:3]1[N:1]1[C:21](=[O:22])[CH:20]=[C:12]([C:13]2[CH:18]=[CH:17][CH:16]=[CH:15][CH:14]=2)[NH:2]1. The catalyst class is: 5. (2) The catalyst class is: 16. Reactant: Cl.[Cl:2][C:3]1[C:4]([O:19][CH:20]2[CH2:25][CH2:24][NH:23][CH2:22][CH:21]2[CH3:26])=[CH:5][C:6](=[O:18])[N:7]([C:9]2[CH:16]=[CH:15][C:12]([C:13]#[N:14])=[C:11]([F:17])[CH:10]=2)[CH:8]=1.Cl[C:28]1[N:33]=[CH:32][C:31]([CH:34]2[CH2:36][CH2:35]2)=[CH:30][N:29]=1.C(=O)([O-])[O-].[K+].[K+]. Product: [Cl:2][C:3]1[C:4]([O:19][C@H:20]2[CH2:25][CH2:24][N:23]([C:28]3[N:33]=[CH:32][C:31]([CH:34]4[CH2:36][CH2:35]4)=[CH:30][N:29]=3)[CH2:22][C@H:21]2[CH3:26])=[CH:5][C:6](=[O:18])[N:7]([C:9]2[CH:16]=[CH:15][C:12]([C:13]#[N:14])=[C:11]([F:17])[CH:10]=2)[CH:8]=1. (3) Reactant: [F:1][C:2]1[N:7]=[CH:6][C:5]([N:8]2[C:12](=[O:13])[CH2:11][S:10][C:9]2=[S:14])=[CH:4][CH:3]=1.[CH2:15]([O:17][C:18]1[CH:19]=[C:20]([CH:23]=[CH:24][C:25]=1[OH:26])[CH:21]=O)[CH3:16].C([O-])(=O)C.[NH4+].O. Product: [F:1][C:2]1[N:7]=[CH:6][C:5]([N:8]2[C:12](=[O:13])[C:11](=[CH:21][C:20]3[CH:23]=[CH:24][C:25]([OH:26])=[C:18]([O:17][CH2:15][CH3:16])[CH:19]=3)[S:10][C:9]2=[S:14])=[CH:4][CH:3]=1. The catalyst class is: 15. (4) Reactant: [C:1]([OH:10])(=[O:9])[C:2]1[C:3](=[CH:5][CH:6]=[CH:7][CH:8]=1)[NH2:4].[CH3:11][O:12][C:13]1[CH:18]=[C:17]([CH:19]=O)[CH:16]=[CH:15][N:14]=1.C1(C)C=CC(S(O)(=O)=O)=CC=1.[BH4-].[Na+]. Product: [CH3:11][O:12][C:13]1[CH:18]=[C:17]([CH2:19][NH:4][C:3]2[CH:5]=[CH:6][CH:7]=[CH:8][C:2]=2[C:1]([OH:10])=[O:9])[CH:16]=[CH:15][N:14]=1. The catalyst class is: 11. (5) Reactant: [Cl:1]/[C:2](=[N:7]/[C:8]1[C:9]([CH3:26])=[C:10]([CH:23]=[CH:24][CH:25]=1)[O:11][C:12]1[CH:21]=[C:20]([F:22])[CH:19]=[CH:18][C:13]=1[C:14]([O:16][CH3:17])=[O:15])/[C:3]([F:6])([F:5])[F:4].[Br:27]N1C(=O)CCC1=O.C(OOC(=O)C1C=CC=CC=1)(=O)C1C=CC=CC=1. Product: [Br:27][CH2:26][C:9]1[C:8](/[N:7]=[C:2](/[Cl:1])\[C:3]([F:5])([F:4])[F:6])=[CH:25][CH:24]=[CH:23][C:10]=1[O:11][C:12]1[CH:21]=[C:20]([F:22])[CH:19]=[CH:18][C:13]=1[C:14]([O:16][CH3:17])=[O:15]. The catalyst class is: 53. (6) Reactant: [C:1]([C:5]1[CH:10]=[CH:9][C:8]([C:11]#[C:12][C:13]2[CH:18]=[CH:17][C:16]([N:19]3[C:28](=[O:29])[C:27]4[C:22](=[CH:23][CH:24]=[CH:25][CH:26]=4)[N:21]=[C:20]3[CH3:30])=[C:15](C)[CH:14]=2)=[CH:7][CH:6]=1)([CH3:4])([CH3:3])[CH3:2].[OH:32][C:33]1[CH:40]=[C:39]([OH:41])[CH:38]=[CH:37][C:34]=1[CH:35]=O. Product: [C:1]([C:5]1[CH:10]=[CH:9][C:8]([C:11]#[C:12][C:13]2[CH:14]=[CH:15][C:16]([N:19]3[C:28](=[O:29])[C:27]4[C:22](=[CH:23][CH:24]=[CH:25][CH:26]=4)[N:21]=[C:20]3/[CH:30]=[CH:35]/[C:34]3[CH:37]=[CH:38][C:39]([OH:41])=[CH:40][C:33]=3[OH:32])=[CH:17][CH:18]=2)=[CH:7][CH:6]=1)([CH3:3])([CH3:4])[CH3:2]. The catalyst class is: 15. (7) Product: [CH3:8][C@H:6]1[O:7][C@@H:2]([CH3:1])[CH2:3][N:4]([CH2:9][C:10]2[S:11][CH:12]=[C:13]([C:15]([NH:17][C:18]3[CH:26]=[C:25]([C:27]4[CH:28]=[N:29][C:30]([O:39][CH3:40])=[C:31]([NH:33][S:34]([CH2:37][CH2:38][N:51]5[CH2:52][CH2:53][N:48]([CH3:47])[CH2:49][CH2:50]5)(=[O:35])=[O:36])[CH:32]=4)[CH:24]=[C:23]4[C:19]=3[CH:20]=[N:21][NH:22]4)=[O:16])[N:14]=2)[CH2:5]1. Reactant: [CH3:1][C@H:2]1[O:7][C@@H:6]([CH3:8])[CH2:5][N:4]([CH2:9][C:10]2[S:11][CH:12]=[C:13]([C:15]([NH:17][C:18]3[C:19]4[C:23]([CH:24]=[C:25]([C:27]5[CH:28]=[N:29][C:30]([O:39][CH3:40])=[C:31]([NH:33][S:34]([CH:37]=[CH2:38])(=[O:36])=[O:35])[CH:32]=5)[CH:26]=3)=[N:22][N:21](C3CCCCO3)[CH:20]=4)=[O:16])[N:14]=2)[CH2:3]1.[CH3:47][N:48]1[CH2:53][CH2:52][NH:51][CH2:50][CH2:49]1. The catalyst class is: 10.